Task: Predict which catalyst facilitates the given reaction.. Dataset: Catalyst prediction with 721,799 reactions and 888 catalyst types from USPTO (1) Reactant: [CH3:1][O:2][C:3]1[C:13]([O:14][CH3:15])=[C:12]([O:16][CH3:17])[CH:11]=[CH:10][C:4]=1/[CH:5]=[CH:6]/[C:7](Cl)=[O:8].[NH2:18][C:19]1[CH:20]=[C:21]([CH:26]=[CH:27][C:28]=1[CH3:29])[C:22]([O:24][CH3:25])=[O:23]. Product: [CH3:25][O:24][C:22](=[O:23])[C:21]1[CH:26]=[CH:27][C:28]([CH3:29])=[C:19]([NH:18][C:7](=[O:8])[CH:6]=[CH:5][C:4]2[CH:10]=[CH:11][C:12]([O:16][CH3:17])=[C:13]([O:14][CH3:15])[C:3]=2[O:2][CH3:1])[CH:20]=1. The catalyst class is: 202. (2) Reactant: [Cl:1][C:2]1[CH:3]=[CH:4][C:5]([C:26](OC)=[O:27])=[C:6]2[C:10]=1[N:9]=[C:8]1[N:11]([C:15]3[C:16]([O:24][CH3:25])=[N:17][C:18]([CH3:23])=[N:19][C:20]=3[O:21][CH3:22])[CH2:12][CH2:13][CH2:14][N:7]21.[BH4-].[Li+].CC(OI1(OC(C)=O)(OC(C)=O)OC(=O)C2C=CC=CC1=2)=O. Product: [Cl:1][C:2]1[CH:3]=[CH:4][C:5]([CH:26]=[O:27])=[C:6]2[C:10]=1[N:9]=[C:8]1[N:11]([C:15]3[C:16]([O:24][CH3:25])=[N:17][C:18]([CH3:23])=[N:19][C:20]=3[O:21][CH3:22])[CH2:12][CH2:13][CH2:14][N:7]21. The catalyst class is: 54.